From a dataset of Full USPTO retrosynthesis dataset with 1.9M reactions from patents (1976-2016). Predict the reactants needed to synthesize the given product. (1) Given the product [CH3:6][N:7]1[C:11]([C:23]([C:25]2[CH:26]=[N:27][CH:28]=[N:29][CH:30]=2)=[O:24])=[CH:10][N:9]=[CH:8]1, predict the reactants needed to synthesize it. The reactants are: [Li]CCCC.[CH3:6][N:7]1[CH:11]=[CH:10][N:9]=[CH:8]1.Cl[Si](CC)(CC)CC.CON(C)[C:23]([C:25]1[CH:26]=[N:27][CH:28]=[N:29][CH:30]=1)=[O:24]. (2) Given the product [CH2:2]1[C:10]2[C:5](=[CH:6][CH:7]=[CH:8][CH:9]=2)[CH2:4][CH:3]1[NH:11][C:12]1[N:13]=[CH:14][C:15]2[CH2:21][NH:20][CH2:19][CH2:18][C:16]=2[N:17]=1, predict the reactants needed to synthesize it. The reactants are: Cl.[CH2:2]1[C:10]2[C:5](=[CH:6][CH:7]=[CH:8][CH:9]=2)[CH2:4][CH:3]1[NH:11][C:12]1[N:13]=[CH:14][C:15]2[CH2:21][N:20](C(OC(C)(C)C)=O)[CH2:19][CH2:18][C:16]=2[N:17]=1.COC(C)(C)C.O. (3) Given the product [Br:15][C:4]1[CH:5]=[CH:6][CH:7]=[C:2]([F:1])[C:3]=1[O:9][CH3:10], predict the reactants needed to synthesize it. The reactants are: [F:1][C:2]1[C:3]([O:9][CH3:10])=[C:4](N)[CH:5]=[CH:6][CH:7]=1.N([O-])=O.[Na+].[BrH:15]. (4) Given the product [CH:1]1([C:7]2[CH:31]=[CH:30][C:10]([C:11]([N:13]3[C:19]4[CH:20]=[CH:21][CH:22]=[CH:23][C:18]=4[CH2:17][N:16]4[C:24]([C:27]([N:53]5[CH2:52][CH2:51][N:50]([C:48]6[CH:47]=[CH:46][CH:45]=[CH:44][C:43]=6[CH3:42])[CH2:55][CH2:54]5)=[O:28])=[CH:25][CH:26]=[C:15]4[CH2:14]3)=[O:12])=[CH:9][CH:8]=2)[CH2:6][CH2:5][CH2:4][CH2:3][CH2:2]1, predict the reactants needed to synthesize it. The reactants are: [CH:1]1([C:7]2[CH:31]=[CH:30][C:10]([C:11]([N:13]3[C:19]4[CH:20]=[CH:21][CH:22]=[CH:23][C:18]=4[CH2:17][N:16]4[C:24]([C:27](Cl)=[O:28])=[CH:25][CH:26]=[C:15]4[CH2:14]3)=[O:12])=[CH:9][CH:8]=2)[CH2:6][CH2:5][CH2:4][CH2:3][CH2:2]1.C(N(CC)C(C)C)(C)C.Cl.[C:42]1(C)[C:43]([C:48]([N:50]2[CH2:55][CH2:54][NH:53][CH2:52][CH2:51]2)=O)=[CH:44][CH:45]=[CH:46][CH:47]=1. (5) Given the product [CH:1]1([NH:4][C:5](=[O:23])[C:6]2[CH:11]=[C:10]([C:12]3[CH:13]=[C:14]4[C:18](=[CH:19][CH:20]=3)[N:17]([CH2:27][C:28]3[CH:33]=[CH:32][C:31]([F:34])=[CH:30][CH:29]=3)[N:16]=[CH:15]4)[C:9]([CH3:21])=[C:8]([F:22])[CH:7]=2)[CH2:2][CH2:3]1, predict the reactants needed to synthesize it. The reactants are: [CH:1]1([NH:4][C:5](=[O:23])[C:6]2[CH:11]=[C:10]([C:12]3[CH:13]=[C:14]4[C:18](=[CH:19][CH:20]=3)[NH:17][N:16]=[CH:15]4)[C:9]([CH3:21])=[C:8]([F:22])[CH:7]=2)[CH2:3][CH2:2]1.[H-].[Na+].Br[CH2:27][C:28]1[CH:33]=[CH:32][C:31]([F:34])=[CH:30][CH:29]=1.N. (6) Given the product [CH:1]1([N:4]2[CH:8]=[C:7]([O:9][C:10]3[CH:15]=[CH:14][N:13]=[C:12]([NH:16][C:17]4[CH:22]=[CH:21][N:20]=[C:19]([C:23]([OH:26])([CH3:25])[CH3:24])[CH:18]=4)[CH:11]=3)[C:6]([CH:27]3[CH2:28][CH2:29][O:30][CH2:31][CH2:32]3)=[N:5]2)[CH2:3][CH2:2]1.[CH3:44][C:34]1[CH:35]=[CH:36][C:37]([S:40]([O-:43])(=[O:42])=[O:41])=[CH:38][CH:39]=1, predict the reactants needed to synthesize it. The reactants are: [CH:1]1([N:4]2[CH:8]=[C:7]([O:9][C:10]3[CH:15]=[CH:14][N:13]=[C:12]([NH:16][C:17]4[CH:22]=[CH:21][N:20]=[C:19]([C:23]([OH:26])([CH3:25])[CH3:24])[CH:18]=4)[CH:11]=3)[C:6]([CH:27]3[CH2:32][CH2:31][O:30][CH2:29][CH2:28]3)=[N:5]2)[CH2:3][CH2:2]1.O.[C:34]1([CH3:44])[CH:39]=[CH:38][C:37]([S:40]([OH:43])(=[O:42])=[O:41])=[CH:36][CH:35]=1. (7) Given the product [C:12]([O:16][C:17]([N:19]1[CH2:24][CH2:23][CH:22]([NH:25][C:2]2[CH:7]=[CH:6][C:5]([S:8]([CH3:11])(=[O:10])=[O:9])=[CH:4][N:3]=2)[CH2:21][CH2:20]1)=[O:18])([CH3:15])([CH3:13])[CH3:14], predict the reactants needed to synthesize it. The reactants are: Br[C:2]1[CH:7]=[CH:6][C:5]([S:8]([CH3:11])(=[O:10])=[O:9])=[CH:4][N:3]=1.[C:12]([O:16][C:17]([N:19]1[CH2:24][CH2:23][CH:22]([NH2:25])[CH2:21][CH2:20]1)=[O:18])([CH3:15])([CH3:14])[CH3:13].C(N(C(C)C)C(C)C)C.